The task is: Predict the reaction yield, written as a fraction of the theoretical maximum amount of product (1.0 means a 100% yield; for example, 0.34 means a 34% yield).. This data is from Reaction yield outcomes from USPTO patents with 853,638 reactions. (1) The reactants are [F:1][S:2]([F:12])([F:11])([F:10])([F:9])[C:3]1[CH:8]=[CH:7]C=C[CH:4]=1.[B:13]([F:16])([F:15])[F:14].CCOCC.[N:22](OC(C)(C)C)=O.[CH3:29][C:30]#[N:31]. The catalyst is C(Cl)Cl. The product is [F:14][B-:13]([F:1])([F:16])[F:15].[F:1][S:2]([F:12])([F:11])([F:10])([F:9])[C:3]1[CH:8]=[CH:7][C:30]([N+:31]#[N:22])=[CH:29][CH:4]=1. The yield is 0.840. (2) The reactants are [F:1][C:2]1[CH:3]=[C:4]([C:9](=O)[CH:10]([CH3:17])[CH2:11][C:12](OCC)=[O:13])[CH:5]=[CH:6][C:7]=1[F:8].O.[NH2:20][NH2:21]. The catalyst is CCO. The product is [F:1][C:2]1[CH:3]=[C:4]([C:9]2[CH:10]([CH3:17])[CH2:11][C:12](=[O:13])[NH:20][N:21]=2)[CH:5]=[CH:6][C:7]=1[F:8]. The yield is 0.290. (3) The reactants are [Cl:1][C:2]1[C:6]([CH2:7][CH3:8])=[C:5]([C:9]2[CH:10]=[C:11]([C:14]([OH:16])=O)[S:12][CH:13]=2)[N:4]([CH3:17])[N:3]=1.[NH2:18][C@@H:19]([CH2:32][C:33]1[CH:38]=[CH:37][CH:36]=[CH:35][C:34]=1[C:39]([F:42])([F:41])[F:40])[CH2:20][N:21]1[C:29](=[O:30])[C:28]2[C:23](=[CH:24][CH:25]=[CH:26][CH:27]=2)[C:22]1=[O:31].CCN(C(C)C)C(C)C.F[P-](F)(F)(F)(F)F.Br[P+](N1CCCC1)(N1CCCC1)N1CCCC1. The catalyst is ClCCl. The product is [Cl:1][C:2]1[C:6]([CH2:7][CH3:8])=[C:5]([C:9]2[CH:10]=[C:11]([C:14]([NH:18][C@@H:19]([CH2:32][C:33]3[CH:38]=[CH:37][CH:36]=[CH:35][C:34]=3[C:39]([F:42])([F:40])[F:41])[CH2:20][N:21]3[C:29](=[O:30])[C:28]4[C:23](=[CH:24][CH:25]=[CH:26][CH:27]=4)[C:22]3=[O:31])=[O:16])[S:12][CH:13]=2)[N:4]([CH3:17])[N:3]=1. The yield is 0.680. (4) The reactants are Cl[C:2]1[CH:3]=[CH:4][C:5]([N+:9]([O-:11])=[O:10])=[C:6]([CH3:8])[CH:7]=1.[CH3:12][C:13]1[CH:18]=[C:17]([CH3:19])[N:16]=[C:15]([N:20]2[CH2:25][CH2:24][NH:23][CH2:22][CH2:21]2)[CH:14]=1.C(=O)([O-])[O-].[K+].[K+]. The catalyst is COCCOCCOC.Cl. The product is [CH3:12][C:13]1[CH:18]=[C:17]([CH3:19])[N:16]=[C:15]([N:20]2[CH2:21][CH2:22][N:23]([C:2]3[CH:3]=[CH:4][C:5]([N+:9]([O-:11])=[O:10])=[C:6]([CH3:8])[CH:7]=3)[CH2:24][CH2:25]2)[CH:14]=1. The yield is 0.450. (5) The reactants are [F:1][C:2]1[CH:3]=[N:4][CH:5]=[C:6]([CH:34]=1)[C:7]([NH:9][C:10]12[C:28](=[O:29])[C:27]3[C:22](=[CH:23][CH:24]=[CH:25][C:26]=3[N+:30]([O-])=O)[C:11]1([OH:33])[O:12][C:13]1[CH:18]=[C:17]([CH:19]([CH3:21])[CH3:20])[CH:16]=[CH:15][C:14]=12)=[O:8].C(O)C. The catalyst is Cl.[Fe].O. The product is [NH2:30][C:26]1[CH:25]=[CH:24][CH:23]=[C:22]2[C:27]=1[C:28](=[O:29])[C:10]1([NH:9][C:7](=[O:8])[C:6]3[CH:34]=[C:2]([F:1])[CH:3]=[N:4][CH:5]=3)[C:14]3[CH:15]=[CH:16][C:17]([CH:19]([CH3:21])[CH3:20])=[CH:18][C:13]=3[O:12][C:11]12[OH:33]. The yield is 0.270. (6) The reactants are I.[Cl:2][C:3]1[CH:4]=[C:5]([NH:10][C:11](=[NH:14])[S:12][CH3:13])[CH:6]=[CH:7][C:8]=1[Cl:9].C([O-])([O-])=O.[Na+].[Na+]. The catalyst is O. The product is [Cl:2][C:3]1[CH:4]=[C:5]([NH:10][C:11](=[NH:14])[S:12][CH3:13])[CH:6]=[CH:7][C:8]=1[Cl:9]. The yield is 1.00. (7) The reactants are [OH-].[Na+].C([O:5][C:6](=[O:15])[C:7]1[C:12]([Cl:13])=[CH:11][C:10]([Cl:14])=[N:9][CH:8]=1)C.C1COCC1.Cl. The catalyst is CCOC(C)=O.O.CO. The product is [Cl:13][C:12]1[C:7]([C:6]([OH:15])=[O:5])=[CH:8][N:9]=[C:10]([Cl:14])[CH:11]=1. The yield is 0.960. (8) The reactants are CC1C=CC(S(O[CH2:12][CH:13]2[CH2:17][C:16]3[CH:18]=[CH:19][CH:20]=[C:21](OS(C(F)(F)F)(=O)=O)[C:15]=3[O:14]2)(=O)=O)=CC=1.[C:30]1(B(O)O)[C:39]2[C:34](=[CH:35][CH:36]=[CH:37][CH:38]=2)[CH:33]=[CH:32][CH:31]=1.P([O-])([O-])([O-])=O.[K+].[K+].[K+].CC1C=CC(S(OCC2CC3C=CC=C(C4C=C(C(F)(F)F)C=C(C(F)(F)F)C=4)C=3O2)(=O)=O)=CC=1.CC1C=CC(S(OCC2CC3C=CC=C(C4C5C(=CC=CC=5)C=CC=4)C=3O2)(=O)=O)=CC=1.S(C1C=CC(C)=CC=1)([O-])(=O)=O.[N-:128]=[N+]=[N-].[Na+].N(CC1CC2C=C(Cl)C=C(C3C=CSC=3)C=2O1)=[N+]=[N-].N(CC1CC2C=CC=C(C3C4C(=CC=CC=4)C=CC=3)C=2O1)=[N+]=[N-].[N-]=[N+]=[N-]. The catalyst is [Pd].C1C=CC([P]([Pd]([P](C2C=CC=CC=2)(C2C=CC=CC=2)C2C=CC=CC=2)([P](C2C=CC=CC=2)(C2C=CC=CC=2)C2C=CC=CC=2)[P](C2C=CC=CC=2)(C2C=CC=CC=2)C2C=CC=CC=2)(C2C=CC=CC=2)C2C=CC=CC=2)=CC=1. The product is [C:30]1([C:21]2[C:15]3[O:14][CH:13]([CH2:12][NH2:128])[CH2:17][C:16]=3[CH:18]=[CH:19][CH:20]=2)[C:39]2[C:34](=[CH:35][CH:36]=[CH:37][CH:38]=2)[CH:33]=[CH:32][CH:31]=1. The yield is 0.100.